This data is from NCI-60 drug combinations with 297,098 pairs across 59 cell lines. The task is: Regression. Given two drug SMILES strings and cell line genomic features, predict the synergy score measuring deviation from expected non-interaction effect. (1) Drug 1: CC12CCC(CC1=CCC3C2CCC4(C3CC=C4C5=CN=CC=C5)C)O. Drug 2: C1=NC2=C(N1)C(=S)N=CN2. Cell line: SF-268. Synergy scores: CSS=-5.04, Synergy_ZIP=-10.5, Synergy_Bliss=-25.5, Synergy_Loewe=-39.2, Synergy_HSA=-26.9. (2) Synergy scores: CSS=64.1, Synergy_ZIP=7.30, Synergy_Bliss=6.42, Synergy_Loewe=-17.8, Synergy_HSA=13.0. Drug 2: CC1=C2C(C(=O)C3(C(CC4C(C3C(C(C2(C)C)(CC1OC(=O)C(C(C5=CC=CC=C5)NC(=O)C6=CC=CC=C6)O)O)OC(=O)C7=CC=CC=C7)(CO4)OC(=O)C)O)C)OC(=O)C. Drug 1: CS(=O)(=O)C1=CC(=C(C=C1)C(=O)NC2=CC(=C(C=C2)Cl)C3=CC=CC=N3)Cl. Cell line: KM12. (3) Drug 1: CS(=O)(=O)C1=CC(=C(C=C1)C(=O)NC2=CC(=C(C=C2)Cl)C3=CC=CC=N3)Cl. Drug 2: C1=CC(=CC=C1CCC2=CNC3=C2C(=O)NC(=N3)N)C(=O)NC(CCC(=O)O)C(=O)O. Cell line: HS 578T. Synergy scores: CSS=10.4, Synergy_ZIP=1.41, Synergy_Bliss=7.77, Synergy_Loewe=-11.0, Synergy_HSA=1.76. (4) Drug 1: CC1=CC=C(C=C1)C2=CC(=NN2C3=CC=C(C=C3)S(=O)(=O)N)C(F)(F)F. Drug 2: COC1=NC(=NC2=C1N=CN2C3C(C(C(O3)CO)O)O)N. Cell line: MCF7. Synergy scores: CSS=-2.99, Synergy_ZIP=3.39, Synergy_Bliss=3.88, Synergy_Loewe=-0.827, Synergy_HSA=-0.592. (5) Drug 1: CC(C1=C(C=CC(=C1Cl)F)Cl)OC2=C(N=CC(=C2)C3=CN(N=C3)C4CCNCC4)N. Drug 2: C1CN1P(=S)(N2CC2)N3CC3. Cell line: IGROV1. Synergy scores: CSS=13.2, Synergy_ZIP=-3.03, Synergy_Bliss=-1.26, Synergy_Loewe=-1.39, Synergy_HSA=-1.20.